This data is from Experimentally validated miRNA-target interactions with 360,000+ pairs, plus equal number of negative samples. The task is: Binary Classification. Given a miRNA mature sequence and a target amino acid sequence, predict their likelihood of interaction. (1) The protein sequence of the target gene is MEAERGPERRPAERSSPGQTPEEGAQALAEFAALHGPALRASGVPERYWGRLLHKLEHEVFDAGEVFGIMQVEEVEEEEDEAAREVRKQQPNPGNELCYKVIVTRESGLQAAHPNSIFLIDHAWTCRVEHARQQLQQVPGLLHRMANLMGIEFHGELPSTEAVALVLEEMWKFNQTYQLAHGTAEEKMPVWYIMDEFGSRIQHADVPSFATAPFFYMPQQVAYTLLWPLRDLDTGEEVTRDFAYGETDPLIRKCMLLPWAPTDMLDLSSCTPEPPAEHYQAILEENKEKLPLDINPVVHP.... Result: 1 (interaction). The miRNA is hsa-miR-3664-5p with sequence AACUCUGUCUUCACUCAUGAGU. (2) The miRNA is mmu-miR-466p-3p with sequence AUACAUACACGCACACAUAAGA. The protein sequence of the target gene is MAAQRPLRVLCLAGFRQSERGFREKTGALRKALRGRAELVCLSGPHPVPDPPGPEGARSDFGSCPPEEQPRGWWFSEQEADVFSALEEPAVCRGLEESLGMVAQALNRLGPFDGLLGFSQGAALAALVCALGQAGDPRFPLPRFILLVSGFCPRGIGFKESILQRPLSLPSLHVFGDTDKVIPSQESVQLASQFPGAITLTHSGGHFIPAAAPQRQAYLKFLDQFAE. Result: 0 (no interaction). (3) The miRNA is hsa-miR-1249-3p with sequence ACGCCCUUCCCCCCCUUCUUCA. The protein sequence of the target gene is MAGAVPGAIMDEDYYGSAAEWGDEADGGQQEDDSGEGEDDAEVQQECLHKFSTRDYIMEPSIFNTLKRYFQAGGSPENVIQLLSENYTAVAQTVNLLAEWLIQTGVEPVQVQETVENHLKSLLIKHFDPRKADSIFTEEGETPAWLEQMIAHTTWRDLFYKLAEAHPDCLMLNFTVKLISDAGYQGEITSVSTACQQLEVFSRVLRTSLATILDGGEENLEKNLPEFAKMVCHGEHTYLFAQAMMSVLAQEEQGGSAVRRIAQEVQRFAQEKGHDASQITLALGTAASYPRACQALGAML.... Result: 0 (no interaction).